From a dataset of Catalyst prediction with 721,799 reactions and 888 catalyst types from USPTO. Predict which catalyst facilitates the given reaction. (1) Reactant: [N:1]1([CH2:7][CH2:8][C:9]2[N:13]3[CH:14]=[CH:15][CH:16]=[CH:17][C:12]3=[C:11]([C:18]([OH:20])=O)[N:10]=2)[CH2:6][CH2:5][O:4][CH2:3][CH2:2]1.C(Cl)CCl.C1C=CC2N(O)N=NC=2C=1.CCN(CC)CC.[C:42]12([NH2:52])[CH2:51][CH:46]3[CH2:47][CH:48]([CH2:50][CH:44]([CH2:45]3)[CH2:43]1)[CH2:49]2. Product: [C:42]12([NH:52][C:18]([C:11]3[N:10]=[C:9]([CH2:8][CH2:7][N:1]4[CH2:2][CH2:3][O:4][CH2:5][CH2:6]4)[N:13]4[CH:14]=[CH:15][CH:16]=[CH:17][C:12]=34)=[O:20])[CH2:49][CH:48]3[CH2:47][CH:46]([CH2:45][CH:44]([CH2:50]3)[CH2:43]1)[CH2:51]2. The catalyst class is: 39. (2) The catalyst class is: 11. Product: [C:11]([C:13](=[CH:4][C:3]1[C:2]([Cl:1])=[CH:9][CH:8]=[CH:7][C:6]=1[Cl:10])[C:14]([OH:16])=[O:15])#[N:12]. Reactant: [Cl:1][C:2]1[CH:9]=[CH:8][CH:7]=[C:6]([Cl:10])[C:3]=1[CH:4]=O.[C:11]([CH2:13][C:14]([OH:16])=[O:15])#[N:12].C([O-])(=O)C.[NH4+].N1C=CC=CC=1.O. (3) Reactant: C([N:3](CC)CC)C.CN.F[P-](F)(F)(F)(F)F.N1(O[P+](N(C)C)(N(C)C)N(C)C)C2C=CC=CC=2N=N1.Cl[C:38]1[CH:46]=[CH:45][C:41]([C:42](O)=[O:43])=[C:40](NC2C=CC=CC=2)[N:39]=1. Product: [C:42]([NH2:3])(=[O:43])[C:41]1[CH:45]=[CH:46][CH:38]=[N:39][CH:40]=1. The catalyst class is: 1. (4) Reactant: [C:1]([O:6][CH2:7][CH2:8][O:9]C(=O)C(C)=C)(=[O:5])[C:2]([CH3:4])=[CH2:3].C(OOC(=O)C1C=CC=CC=1)(=O)C1C=CC=CC=1. Product: [C:1]([O:6][CH2:7][CH2:8][OH:9])(=[O:5])[C:2]([CH3:4])=[CH2:3]. The catalyst class is: 6. (5) Reactant: [Cl:1][C:2]1[CH:7]=[C:6]([O:8][C:9]2[CH:14]=[CH:13][C:12]([N+:15]([O-])=O)=[CH:11][CH:10]=2)[N:5]=[CH:4][N:3]=1. Product: [Cl:1][C:2]1[N:3]=[CH:4][N:5]=[C:6]([O:8][C:9]2[CH:14]=[CH:13][C:12]([NH2:15])=[CH:11][CH:10]=2)[CH:7]=1. The catalyst class is: 94. (6) Reactant: [O:1]1[CH:5]=[N:4][C:3]([CH2:6][N:7]2[CH2:12][CH2:11][N:10]([C:13](OC(C)(C)C)=O)[CH2:9][CH2:8]2)=[N:2]1.C(O)(C(F)(F)F)=O.[NH2:27][C:28]1[C:33]([N+:34]([O-:36])=[O:35])=C(Cl)[C:31]([Cl:38])=[CH:30][N:29]=1.CCN(C(C)C)C(C)C. Product: [O:1]1[CH:5]=[N:4][C:3]([CH2:6][N:7]2[CH2:8][CH2:9][N:10]([C:13]3[C:31]([Cl:38])=[CH:30][N:29]=[C:28]([NH2:27])[C:33]=3[N+:34]([O-:36])=[O:35])[CH2:11][CH2:12]2)=[N:2]1. The catalyst class is: 812. (7) Reactant: [CH2:1]([O:3][C:4]([CH:6]1[CH:8]([C:9]2[CH:14]=[CH:13][CH:12]=[CH:11][CH:10]=2)O1)=[O:5])[CH3:2].[N-:15]=[N+]=[N-].[Na+].[Cl-].[NH4+].C1C=CC(P(C2C=CC=CC=2)C2C=CC=CC=2)=CC=1.N#N. Product: [CH2:1]([O:3][C:4]([C@H:6]1[C@H:8]([C:9]2[CH:14]=[CH:13][CH:12]=[CH:11][CH:10]=2)[NH:15]1)=[O:5])[CH3:2]. The catalyst class is: 14. (8) Reactant: [F:1][C:2]1[CH:7]=[C:6]([F:8])[CH:5]=[CH:4][C:3]=1[C:9]1([CH2:50][N:51]2[CH:55]=[N:54][CH:53]=[N:52]2)[O:13][CH:12]([CH2:14][O:15][C:16]2[CH:21]=[CH:20][C:19]([N:22]3[CH2:27][CH2:26][N:25]([C:28]4[CH:33]=[CH:32][C:31]([N:34]5[C:38](=[O:39])[N:37]([CH:40]([C:47]([OH:49])=[O:48])[CH2:41][NH:42][CH:43]([CH3:46])[CH2:44][CH3:45])[N:36]=[CH:35]5)=[CH:30][CH:29]=4)[CH2:24][CH2:23]3)=[CH:18][CH:17]=2)[CH2:11][O:10]1.[OH:56][C@@H:57]([CH2:61][C:62]([OH:64])=[O:63])[C:58]([OH:60])=[O:59]. Product: [OH:56][C@@H:57]([CH2:61][C:62]([OH:64])=[O:63])[C:58]([OH:60])=[O:59].[F:1][C:2]1[CH:7]=[C:6]([F:8])[CH:5]=[CH:4][C:3]=1[C:9]1([CH2:50][N:51]2[CH:55]=[N:54][CH:53]=[N:52]2)[O:13][CH:12]([CH2:14][O:15][C:16]2[CH:21]=[CH:20][C:19]([N:22]3[CH2:27][CH2:26][N:25]([C:28]4[CH:29]=[CH:30][C:31]([N:34]5[C:38](=[O:39])[N:37]([CH:40]([C:47]([OH:49])=[O:48])[CH2:41][NH:42][CH:43]([CH3:46])[CH2:44][CH3:45])[N:36]=[CH:35]5)=[CH:32][CH:33]=4)[CH2:24][CH2:23]3)=[CH:18][CH:17]=2)[CH2:11][O:10]1. The catalyst class is: 8. (9) Reactant: [CH:1]1([C:7]2[CH:20]=[CH:19][C:10]([O:11][CH2:12][CH:13]3[O:17][C:16]([NH2:18])=[N:15][CH2:14]3)=[CH:9][CH:8]=2)[CH2:6][CH2:5][CH2:4][CH2:3][CH2:2]1.[F:21][C:22]([F:31])([F:30])[C:23]#[C:24][C:25](OCC)=[O:26]. Product: [CH:1]1([C:7]2[CH:20]=[CH:19][C:10]([O:11][CH2:12][CH:13]3[O:17][C:16]4=[N:18][C:25](=[O:26])[CH:24]=[C:23]([C:22]([F:31])([F:30])[F:21])[N:15]4[CH2:14]3)=[CH:9][CH:8]=2)[CH2:2][CH2:3][CH2:4][CH2:5][CH2:6]1. The catalyst class is: 8.